Dataset: Forward reaction prediction with 1.9M reactions from USPTO patents (1976-2016). Task: Predict the product of the given reaction. Given the reactants [Br:1][C:2]1[C:3]([C:12]2[S:13][C:14]3[CH:15]=[N:16][CH:17]=[CH:18][C:19]=3[N:20]=2)=[N:4][C:5](S(C)(=O)=O)=[N:6][CH:7]=1.[NH2:21][CH2:22][CH2:23][N:24]1[C:28]([CH3:30])([CH3:29])[C:27](=[O:31])[NH:26][C:25]1=[O:32].C(N(CC)C(C)C)(C)C, predict the reaction product. The product is: [Br:1][C:2]1[C:3]([C:12]2[S:13][C:14]3[CH:15]=[N:16][CH:17]=[CH:18][C:19]=3[N:20]=2)=[N:4][C:5]([NH:21][CH2:22][CH2:23][N:24]2[C:28]([CH3:29])([CH3:30])[C:27](=[O:31])[NH:26][C:25]2=[O:32])=[N:6][CH:7]=1.